This data is from Reaction yield outcomes from USPTO patents with 853,638 reactions. The task is: Predict the reaction yield, written as a fraction of the theoretical maximum amount of product (1.0 means a 100% yield; for example, 0.34 means a 34% yield). (1) The reactants are [CH2:1]([OH:8])[C:2]1[CH:7]=[CH:6][CH:5]=[CH:4][CH:3]=1.Cl.ClCCl.[F:13][C:14]([F:67])([F:66])[C:15]1[CH:16]=[C:17]([CH:25]([N:27]([CH2:41][C:42]2[CH:47]=[C:46]([C:48]([F:51])([F:50])[F:49])[CH:45]=[CH:44][C:43]=2[N:52]([CH2:55][C@H:56]2[CH2:61][CH2:60][C@H:59]([CH2:62][C:63](O)=[O:64])[CH2:58][CH2:57]2)[CH2:53][CH3:54])[C:28]2[N:33]=[CH:32][C:31]([O:34][CH2:35][CH2:36][S:37]([CH3:40])(=[O:39])=[O:38])=[CH:30][N:29]=2)[CH3:26])[CH:18]=[C:19]([C:21]([F:24])([F:23])[F:22])[CH:20]=1. The catalyst is CN(C1C=CN=CC=1)C.C(Cl)(Cl)Cl.O. The product is [CH2:1]([O:8][C:63](=[O:64])[CH2:62][C@H:59]1[CH2:58][CH2:57][C@H:56]([CH2:55][N:52]([C:43]2[CH:44]=[CH:45][C:46]([C:48]([F:51])([F:50])[F:49])=[CH:47][C:42]=2[CH2:41][N:27]([CH:25]([C:17]2[CH:18]=[C:19]([C:21]([F:22])([F:23])[F:24])[CH:20]=[C:15]([C:14]([F:13])([F:66])[F:67])[CH:16]=2)[CH3:26])[C:28]2[N:33]=[CH:32][C:31]([O:34][CH2:35][CH2:36][S:37]([CH3:40])(=[O:38])=[O:39])=[CH:30][N:29]=2)[CH2:53][CH3:54])[CH2:61][CH2:60]1)[C:2]1[CH:7]=[CH:6][CH:5]=[CH:4][CH:3]=1. The yield is 0.952. (2) The reactants are [OH:1][CH2:2][C@H:3]1[C@@H:7]([OH:8])[CH:6]=[CH:5][CH2:4]1.ClC1C=CC=C(C(OO)=[O:17])C=1. The catalyst is C(Cl)Cl. The product is [OH:1][CH2:2][C@@H:3]1[CH2:4][C@H:5]2[C@H:6]([O:17]2)[C@@H:7]1[OH:8]. The yield is 0.760. (3) The yield is 0.690. The product is [ClH:18].[Br:1][C:2]1[CH:10]=[CH:9][CH:8]=[C:7]2[C:3]=1[CH2:4][CH2:5][C@@H:6]2[NH2:11]. The reactants are [Br:1][C:2]1[CH:10]=[CH:9][CH:8]=[C:7]2[C:3]=1[CH2:4][CH2:5][C@@H:6]2[NH:11][S@](C(C)(C)C)=O.[ClH:18].C(#N)C. The catalyst is CO.O1CCOCC1. (4) The reactants are [F:1][CH:2]([F:41])[C:3]1[N:7]([C:8]2[N:13]=[C:12]([N:14]3[CH2:19][CH2:18][O:17][CH2:16][CH2:15]3)[N:11]=[C:10]([NH:20][C@H:21]3[CH2:26][CH2:25][C@H:24]([NH:27]C(=O)OC(C)(C)C)[CH2:23][CH2:22]3)[N:9]=2)[C:6]2[CH:35]=[CH:36][CH:37]=[C:38]([O:39][CH3:40])[C:5]=2[N:4]=1.[CH3:42][S:43](Cl)(=[O:45])=[O:44]. No catalyst specified. The product is [F:1][CH:2]([F:41])[C:3]1[N:7]([C:8]2[N:13]=[C:12]([N:14]3[CH2:19][CH2:18][O:17][CH2:16][CH2:15]3)[N:11]=[C:10]([NH:20][C@H:21]3[CH2:26][CH2:25][C@H:24]([NH:27][S:43]([CH3:42])(=[O:45])=[O:44])[CH2:23][CH2:22]3)[N:9]=2)[C:6]2[CH:35]=[CH:36][CH:37]=[C:38]([O:39][CH3:40])[C:5]=2[N:4]=1. The yield is 0.900. (5) The reactants are [C:1]([O:7][CH2:8][CH3:9])(=[O:6])[CH2:2][C:3]([CH3:5])=O.[F:10][C:11]1[CH:18]=[C:17]([Br:19])[CH:16]=[CH:15][C:12]=1[CH:13]=O.[NH4+:20].[OH-:21]. The catalyst is CCO.C(Cl)Cl. The product is [Br:19][C:17]1[CH:16]=[CH:15][C:12]([CH:13]2[C:2]([C:1]([O:7][CH2:8][CH3:9])=[O:6])=[C:3]([CH3:5])[NH:20][C:3]([CH3:5])=[C:2]2[C:1]([O:7][CH2:8][CH3:9])=[O:21])=[C:11]([F:10])[CH:18]=1. The yield is 0.580. (6) The reactants are [NH2:1][C:2]1[S:3][C:4]([CH2:7][CH3:8])=[N:5][N:6]=1.[CH2:9]([C:21]1[CH:26]=[CH:25][C:24]([S:27](Cl)(=[O:29])=[O:28])=[CH:23][CH:22]=1)[CH2:10][CH2:11][CH2:12][CH2:13][CH2:14][CH2:15][CH2:16][CH2:17][CH2:18][CH2:19][CH3:20].Cl. The catalyst is N1C=CC=CC=1. The product is [CH2:9]([C:21]1[CH:22]=[CH:23][C:24]([S:27]([NH:1][C:2]2[S:3][C:4]([CH2:7][CH3:8])=[N:5][N:6]=2)(=[O:29])=[O:28])=[CH:25][CH:26]=1)[CH2:10][CH2:11][CH2:12][CH2:13][CH2:14][CH2:15][CH2:16][CH2:17][CH2:18][CH2:19][CH3:20]. The yield is 0.590. (7) The reactants are [O:1]=[C:2]1[C@@:6]([N:12]2[CH:16]=[CH:15][CH:14]=[CH:13]2)([C:7]([O:9][CH2:10][CH3:11])=[O:8])[CH2:5][C:4](=[O:17])[NH:3]1.[Cl:18][C:19]([Cl:24])([Cl:23])[C:20](Cl)=[O:21].O.C(=O)(O)[O-].[Na+]. The catalyst is C(OCC)(=O)C. The product is [O:1]=[C:2]1[C@@:6]([N:12]2[CH:13]=[CH:14][CH:15]=[C:16]2[C:20](=[O:21])[C:19]([Cl:24])([Cl:23])[Cl:18])([C:7]([O:9][CH2:10][CH3:11])=[O:8])[CH2:5][C:4](=[O:17])[NH:3]1. The yield is 0.940.